The task is: Predict the reaction yield, written as a fraction of the theoretical maximum amount of product (1.0 means a 100% yield; for example, 0.34 means a 34% yield).. This data is from Reaction yield outcomes from USPTO patents with 853,638 reactions. (1) The reactants are [Cl:1][C:2]1[CH:11]=[CH:10][C:9]2[NH:8][C:7](=O)[C:6]3=[N:13][N:14]([CH3:16])[CH:15]=[C:5]3[C:4]=2[CH:3]=1.P(Cl)(Cl)(Cl)(Cl)[Cl:18]. The catalyst is O=P(Cl)(Cl)Cl. The product is [Cl:18][C:7]1[C:6]2=[N:13][N:14]([CH3:16])[CH:15]=[C:5]2[C:4]2[CH:3]=[C:2]([Cl:1])[CH:11]=[CH:10][C:9]=2[N:8]=1. The yield is 0.700. (2) The yield is 0.840. The product is [Cl:1][C:2]1[CH:7]=[C:6]([CH:5]=[CH:4][C:3]=1[N+:9]([O-:11])=[O:10])[C:8]([OH:13])=[O:18]. The reactants are [Cl:1][C:2]1[CH:7]=[C:6]([CH3:8])[CH:5]=[CH:4][C:3]=1[N+:9]([O-:11])=[O:10].[Mn]([O-])(=O)(=O)=[O:13].[K+].[OH2:18]. The catalyst is N1C=CC=CC=1. (3) The reactants are C([NH:9][C:10](=[S:32])[NH:11][C:12]1[C:17]([O:18][C:19]2[CH:20]=[C:21]([CH:27]=[CH:28][C:29]=2[Cl:30])[C:22]([O:24][CH2:25][CH3:26])=[O:23])=[CH:16][C:15]([Br:31])=[CH:14][N:13]=1)(=O)C1C=CC=CC=1.C([O-])([O-])=O.[K+].[K+]. The catalyst is C(O)C. The product is [Br:31][C:15]1[CH:16]=[C:17]([O:18][C:19]2[CH:20]=[C:21]([CH:27]=[CH:28][C:29]=2[Cl:30])[C:22]([O:24][CH2:25][CH3:26])=[O:23])[C:12]([NH:11][C:10]([NH2:9])=[S:32])=[N:13][CH:14]=1. The yield is 0.262. (4) The reactants are Cl[C:2]1[C:10]([CH2:11][CH3:12])=[CH:9][C:5]([C:6]([O-:8])=[O:7])=[C:4]([O:13][CH3:14])[N:3]=1.[CH3:15]C([O-])=O.[K+].Br[C:21]1[N:25]([CH3:26])[C:24]([CH:27]=[O:28])=[CH:23][CH:22]=1.C([O-])([O-])=O.[K+].[K+]. The catalyst is O.C1C=CC(P(C2C=CC=CC=2)[C-]2C=CC=C2)=CC=1.C1C=CC(P(C2C=CC=CC=2)[C-]2C=CC=C2)=CC=1.Cl[Pd]Cl.[Fe+2]. The product is [CH2:11]([C:10]1[C:2]([C:21]2[N:25]([CH3:26])[C:24]([CH:27]=[O:28])=[CH:23][CH:22]=2)=[N:3][C:4]([O:13][CH3:14])=[C:5]([CH:9]=1)[C:6]([O:8][CH3:15])=[O:7])[CH3:12]. The yield is 0.680.